Dataset: Forward reaction prediction with 1.9M reactions from USPTO patents (1976-2016). Task: Predict the product of the given reaction. The product is: [Cl:16][C:17]([Cl:21])=[CH:18][CH2:19][O:15][C:4]1[CH:3]=[C:2]([Cl:1])[C:7]([O:8][CH2:9][CH2:10][CH2:11][CH2:12][OH:13])=[C:6]([Cl:14])[CH:5]=1. Given the reactants [Cl:1][C:2]1[CH:3]=[C:4]([OH:15])[CH:5]=[C:6]([Cl:14])[C:7]=1[O:8][CH2:9][CH2:10][CH2:11][CH2:12][OH:13].[Cl:16][C:17](Cl)([Cl:21])[CH2:18][CH2:19]Cl.C(=O)([O-])[O-].[K+].[K+], predict the reaction product.